Dataset: Reaction yield outcomes from USPTO patents with 853,638 reactions. Task: Predict the reaction yield, written as a fraction of the theoretical maximum amount of product (1.0 means a 100% yield; for example, 0.34 means a 34% yield). (1) The reactants are [OH:1][C@H:2]1[C@H:7]([CH2:8][NH:9]CC2C=CC=CC=2)[CH2:6][CH2:5][N:4]([C:17]([O:19][C:20]([CH3:23])([CH3:22])[CH3:21])=[O:18])[CH2:3]1.[H][H]. The catalyst is CO.[Pd]. The product is [NH2:9][CH2:8][C@@H:7]1[CH2:6][CH2:5][N:4]([C:17]([O:19][C:20]([CH3:22])([CH3:21])[CH3:23])=[O:18])[CH2:3][C@H:2]1[OH:1]. The yield is 1.00. (2) The reactants are [CH3:1][CH:2]1[C:11]2[C:6](=[C:7]([N+:12]([O-])=O)[CH:8]=[CH:9][CH:10]=2)[C:4](=[O:5])[O:3]1.[OH-].[Na+].[N+](C1C=CC=C(C(O)C)C=1C(O)=O)([O-])=O.O.NN. The catalyst is C(O)=O.C(OCC)(=O)C.CCCCCC. The product is [NH2:12][C:7]1[CH:8]=[CH:9][CH:10]=[C:11]2[C:6]=1[C:4](=[O:5])[O:3][CH:2]2[CH3:1]. The yield is 0.904. (3) The reactants are [O:1]=[C:2]1[C:7]([CH2:8][C:9]2[CH:14]=[CH:13][C:12]([C:15]3[C:16]([C:21]#[N:22])=[CH:17][CH:18]=[CH:19][CH:20]=3)=[CH:11][CH:10]=2)=[C:6]([CH2:23][CH2:24][CH3:25])[N:5]2[N:26]=[CH:27][N:28]=[C:4]2[N:3]1[CH:29]1[CH2:34][CH2:33][C:32](=O)[CH2:31][CH2:30]1.[O:36]1[CH2:41][CH2:40][CH:39]([NH2:42])[CH2:38][CH2:37]1.C(O[BH-](OC(=O)C)OC(=O)C)(=O)C.[Na+].O. The catalyst is C(O)(=O)C.O1CCCC1. The product is [O:1]=[C:2]1[C:7]([CH2:8][C:9]2[CH:10]=[CH:11][C:12]([C:15]3[C:16]([C:21]#[N:22])=[CH:17][CH:18]=[CH:19][CH:20]=3)=[CH:13][CH:14]=2)=[C:6]([CH2:23][CH2:24][CH3:25])[N:5]2[N:26]=[CH:27][N:28]=[C:4]2[N:3]1[C@H:29]1[CH2:34][CH2:33][C@H:32]([NH:42][CH:39]2[CH2:40][CH2:41][O:36][CH2:37][CH2:38]2)[CH2:31][CH2:30]1. The yield is 0.320.